From a dataset of Catalyst prediction with 721,799 reactions and 888 catalyst types from USPTO. Predict which catalyst facilitates the given reaction. (1) Product: [ClH:1].[NH:9]1[CH2:12][CH:11]([O:13][C:14]2[CH:19]=[CH:18][C:17]([C:20]3[CH:25]=[CH:24][C:23]([C:26]([NH:27][CH2:28][CH2:29][OH:30])=[O:31])=[C:22]([F:32])[CH:21]=3)=[N:16][CH:15]=2)[CH2:10]1. The catalyst class is: 169. Reactant: [ClH:1].C(OC([N:9]1[CH2:12][CH:11]([O:13][C:14]2[CH:15]=[N:16][C:17]([C:20]3[CH:25]=[CH:24][C:23]([C:26](=[O:31])[NH:27][CH2:28][CH2:29][OH:30])=[C:22]([F:32])[CH:21]=3)=[CH:18][CH:19]=2)[CH2:10]1)=O)(C)(C)C. (2) Reactant: [CH2:1]([C:3]1[CH:4]=[N:5][C:6]([O:9][CH:10]2[CH2:15][CH2:14][CH:13]([OH:16])[CH2:12][CH2:11]2)=[N:7][CH:8]=1)[CH3:2].CCN(CC)CC.[CH3:24][S:25](Cl)(=[O:27])=[O:26]. Product: [CH3:24][S:25]([O:16][CH:13]1[CH2:14][CH2:15][CH:10]([O:9][C:6]2[N:7]=[CH:8][C:3]([CH2:1][CH3:2])=[CH:4][N:5]=2)[CH2:11][CH2:12]1)(=[O:27])=[O:26]. The catalyst class is: 2. (3) Reactant: COC([NH:5][CH2:6][C@@:7]1([CH2:13][C:14]([OH:16])=[O:15])[CH2:11][CH2:10][C@@H:9]([CH3:12])[CH2:8]1)=O.[ClH:17]. Product: [ClH:17].[NH2:5][CH2:6][C@@:7]1([CH2:13][C:14]([OH:16])=[O:15])[CH2:11][CH2:10][C@@H:9]([CH3:12])[CH2:8]1. The catalyst class is: 38. (4) Reactant: Br[C:2]1[CH:7]=[CH:6][C:5]([C:8]([F:11])([F:10])[F:9])=[CH:4][CH:3]=1.[Mg].II.[CH:15]1[C:24]2[C:19](=[CH:20][CH:21]=[CH:22][CH:23]=2)[CH:18]=[CH:17][N:16]=1.Cl[C:26]([O:28][CH2:29][CH3:30])=[O:27].N#N. Product: [F:9][C:8]([F:11])([F:10])[C:5]1[CH:6]=[CH:7][C:2]([CH:15]2[C:24]3[C:19](=[CH:20][CH:21]=[CH:22][CH:23]=3)[CH:18]=[CH:17][N:16]2[C:26]([O:28][CH2:29][CH3:30])=[O:27])=[CH:3][CH:4]=1. The catalyst class is: 1. (5) Reactant: [O:1]=[C:2]1[C:6]2[CH:7]=[CH:8][CH:9]=[CH:10][C:5]=2[S:4][N:3]1[CH2:11][C:12]([N:14]1[CH2:19][CH2:18][N:17](C(OC(C)(C)C)=O)[CH2:16][CH2:15]1)=[O:13].C(O)(C(F)(F)F)=O. Product: [O:13]=[C:12]([N:14]1[CH2:19][CH2:18][NH:17][CH2:16][CH2:15]1)[CH2:11][N:3]1[C:2](=[O:1])[C:6]2[CH:7]=[CH:8][CH:9]=[CH:10][C:5]=2[S:4]1. The catalyst class is: 2.